This data is from CYP1A2 inhibition data for predicting drug metabolism from PubChem BioAssay. The task is: Regression/Classification. Given a drug SMILES string, predict its absorption, distribution, metabolism, or excretion properties. Task type varies by dataset: regression for continuous measurements (e.g., permeability, clearance, half-life) or binary classification for categorical outcomes (e.g., BBB penetration, CYP inhibition). Dataset: cyp1a2_veith. (1) The drug is Nc1ccc(-c2sc(N)nc2-c2ccccc2)cc1. The result is 1 (inhibitor). (2) The drug is Clc1ccc(C(c2nnnn2C2CCCC2)N2CCN(Cc3ccncc3)CC2)cc1. The result is 1 (inhibitor). (3) The drug is CNc1cc(-c2ccccc2C(F)(F)F)ncn1. The result is 1 (inhibitor). (4) The compound is CC(=O)N1CCC2(CCCN(Cc3ccc(C#N)cc3)C2)CC1. The result is 0 (non-inhibitor). (5) The molecule is O=C(c1ccco1)N1CCN(C(=O)c2nn3cccnc3c2Cl)CC1. The result is 0 (non-inhibitor). (6) The drug is O=C(COC(=O)COc1ccccc1)Nc1ccc(OC(F)(F)F)cc1. The result is 1 (inhibitor).